Task: Predict the product of the given reaction.. Dataset: Forward reaction prediction with 1.9M reactions from USPTO patents (1976-2016) (1) Given the reactants [CH3:1][C:2]1[C:6]2[C:7](=[O:19])[N:8]([CH2:11][CH2:12][N:13]3[CH2:18][CH2:17][CH2:16][CH2:15][CH2:14]3)[CH2:9][CH2:10][C:5]=2[NH:4][C:3]=1[CH:20]=O.[Cl:22][C:23]1[CH:24]=[C:25]([NH:30][C:31]2[C:32]3[CH2:39][C:38](=[O:40])[NH:37][C:33]=3[N:34]=[CH:35][N:36]=2)[CH:26]=[CH:27][C:28]=1[F:29], predict the reaction product. The product is: [Cl:22][C:23]1[CH:24]=[C:25]([NH:30][C:31]2[C:32]3[C:39](=[CH:20][C:3]4[NH:4][C:5]5[CH2:10][CH2:9][N:8]([CH2:11][CH2:12][N:13]6[CH2:14][CH2:15][CH2:16][CH2:17][CH2:18]6)[C:7](=[O:19])[C:6]=5[C:2]=4[CH3:1])[C:38](=[O:40])[NH:37][C:33]=3[N:34]=[CH:35][N:36]=2)[CH:26]=[CH:27][C:28]=1[F:29]. (2) Given the reactants [Cl:1][C:2]1[CH:7]=[CH:6][C:5]([C:8](=O)[CH2:9][NH:10][CH2:11][C:12]([O:14][CH3:15])=[O:13])=[CH:4][CH:3]=1.[N-:17]=[C:18]=[O:19].[K+], predict the reaction product. The product is: [Cl:1][C:2]1[CH:7]=[CH:6][C:5]([C:8]2[NH:17][C:18](=[O:19])[N:10]([CH2:11][C:12]([O:14][CH3:15])=[O:13])[CH:9]=2)=[CH:4][CH:3]=1. (3) Given the reactants Cl.[C:2]([CH:4]1[CH2:9][CH2:8][NH:7][CH2:6][CH2:5]1)#[CH:3].C(Cl)CCl.C1C=CC2N(O)N=NC=2C=1.[C:24](O)(=[O:27])[CH2:25][OH:26], predict the reaction product. The product is: [C:2]([CH:4]1[CH2:9][CH2:8][N:7]([C:25](=[O:26])[CH2:24][OH:27])[CH2:6][CH2:5]1)#[CH:3]. (4) Given the reactants [C:1]([CH:4]1[N:9]([C:10]2[CH:15]=[C:14]([C:16](=[O:18])[NH2:17])[N:13]=[C:12]([Cl:19])[N:11]=2)[CH2:8][CH2:7][N:6](C(OC(C)(C)C)=O)[CH2:5]1)(=[O:3])[NH2:2].CO, predict the reaction product. The product is: [ClH:19].[C:1]([CH:4]1[CH2:5][NH:6][CH2:7][CH2:8][N:9]1[C:10]1[N:11]=[C:12]([Cl:19])[N:13]=[C:14]([C:16]([NH2:17])=[O:18])[CH:15]=1)(=[O:3])[NH2:2]. (5) Given the reactants [Cl:1][C:2]1[CH:11]=[CH:10][C:9]2[C:8]3=[CH:12][CH2:13][C:14](=[O:15])[N:7]3[CH2:6][CH2:5][C:4]=2[N:3]=1.[BH4-].[Na+], predict the reaction product. The product is: [Cl:1][C:2]1[CH:11]=[CH:10][C:9]2[CH:8]3[CH2:12][CH2:13][C:14](=[O:15])[N:7]3[CH2:6][CH2:5][C:4]=2[N:3]=1. (6) Given the reactants [Cl:1][C:2]1[CH:11]=[CH:10][C:9]2[C:4](=[CH:5][CH:6]=[CH:7][C:8]=2[N+:12]([O-])=O)[N:3]=1, predict the reaction product. The product is: [Cl:1][C:2]1[CH:11]=[CH:10][C:9]2[C:4](=[CH:5][CH:6]=[CH:7][C:8]=2[NH2:12])[N:3]=1. (7) Given the reactants [CH3:1][CH:2]1[CH2:7][N:6]2[N:8]=[CH:9][CH:10]=[C:5]2[CH2:4][N:3]1[C:11]([O:13][C:14]([CH3:17])([CH3:16])[CH3:15])=[O:12].C1C(=O)N([I:25])C(=O)C1, predict the reaction product. The product is: [I:25][C:10]1[CH:9]=[N:8][N:6]2[CH2:7][CH:2]([CH3:1])[N:3]([C:11]([O:13][C:14]([CH3:16])([CH3:15])[CH3:17])=[O:12])[CH2:4][C:5]=12.